From a dataset of Reaction yield outcomes from USPTO patents with 853,638 reactions. Predict the reaction yield, written as a fraction of the theoretical maximum amount of product (1.0 means a 100% yield; for example, 0.34 means a 34% yield). (1) The reactants are CCN(C(C)C)C(C)C.CN([C:13]([O:17][N:18]1N=NC2C=CC=C[C:19]1=2)=[N+](C)C)C.F[P-](F)(F)(F)(F)F.[Br:34][C:35]1[CH:46]=[CH:45][C:38]2[C:39]([C:42](O)=[O:43])=[N:40][S:41][C:37]=2[CH:36]=1.Cl.CNOC. The catalyst is CN(C=O)C. The product is [Br:34][C:35]1[CH:46]=[CH:45][C:38]2[C:39]([C:42]([N:18]([O:17][CH3:13])[CH3:19])=[O:43])=[N:40][S:41][C:37]=2[CH:36]=1. The yield is 0.910. (2) The reactants are [OH:1][C:2]1[CH:7]=[CH:6][C:5]([N:8]2[C:13](=[O:14])[C:12]([CH2:15][C:16]3[CH:21]=[CH:20][C:19]([C:22]4[C:23]([C:28]#[N:29])=[CH:24][CH:25]=[CH:26][CH:27]=4)=[CH:18][CH:17]=3)=[C:11]([CH2:30][CH2:31][CH3:32])[N:10]=[C:9]2[CH3:33])=[CH:4][CH:3]=1.[Si]([O:41][CH:42]1[CH2:47][CH2:46][CH:45](O)[CH2:44][C:43]1([CH3:50])[CH3:49])(C(C)(C)C)(C)C.C1(P(C2C=CC=CC=2)C2C=CC=CC=2)C=CC=CC=1.[N:71]([C:72]([O:74]C(C)C)=[O:73])=[N:71][C:72]([O:74]C(C)C)=[O:73]. The catalyst is O1CCCC1.O.C(OCC)(=O)C. The product is [OH:41][CH:42]1[CH2:47][CH2:46][CH:45]([O:1][C:2]2[CH:3]=[CH:4][C:5]([N:8]3[C:13](=[O:14])[C:12]([CH2:15][C:16]4[CH:21]=[CH:20][C:19]([C:22]5[CH:27]=[CH:26][CH:25]=[CH:24][C:23]=5[C:28]5[NH:71][C:72](=[O:73])[O:74][N:29]=5)=[CH:18][CH:17]=4)=[C:11]([CH2:30][CH2:31][CH3:32])[N:10]=[C:9]3[CH3:33])=[CH:6][CH:7]=2)[CH2:44][C:43]1([CH3:49])[CH3:50]. The yield is 0.460. (3) The reactants are [O:1]1[CH2:6][CH2:5][CH:4]([CH2:7][CH2:8]OS(C2C=CC(C)=CC=2)(=O)=O)[CH2:3][CH2:2]1.C[O-].[Na+].[CH2:23]([O:25][C:26](=[O:34])[C:27]([S:30]C(=O)C)([CH3:29])[CH3:28])[CH3:24]. The catalyst is C(O)C. The product is [CH2:23]([O:25][C:26](=[O:34])[C:27]([CH3:29])([S:30][CH2:8][CH2:7][CH:4]1[CH2:3][CH2:2][O:1][CH2:6][CH2:5]1)[CH3:28])[CH3:24]. The yield is 1.00.